Dataset: Reaction yield outcomes from USPTO patents with 853,638 reactions. Task: Predict the reaction yield, written as a fraction of the theoretical maximum amount of product (1.0 means a 100% yield; for example, 0.34 means a 34% yield). (1) The yield is 0.200. The reactants are [F:1][C:2]([F:13])([F:12])[C:3]1[C:11]2[CH2:10][CH2:9][CH2:8][CH2:7][C:6]=2[NH:5][N:4]=1.[H-].[Na+].[I-].[K+].Cl[CH2:19][CH2:20][C:21]([NH:23][C:24]1[S:28][C:27]2[CH2:29][CH2:30][CH2:31][CH2:32][C:26]=2[C:25]=1[C:33]([NH2:35])=[O:34])=[O:22]. The catalyst is CN(C=O)C.O. The product is [F:13][C:2]([F:1])([F:12])[C:3]1[C:11]2[CH2:10][CH2:9][CH2:8][CH2:7][C:6]=2[N:5]([CH:20]([CH3:19])[C:21]([NH:23][C:24]2[S:28][C:27]3[CH2:29][CH2:30][CH2:31][CH2:32][C:26]=3[C:25]=2[C:33]([NH2:35])=[O:34])=[O:22])[N:4]=1. (2) The reactants are [F:1][C:2]([F:7])([F:6])[C:3]([OH:5])=[O:4].[Br:8][C:9]1[CH:10]=[C:11]([N:15]2[C:23]3[CH2:22][CH2:21][N:20](C(OC(C)(C)C)=O)[CH2:19][C:18]=3[C:17]([C:31]([O:33][CH2:34][CH3:35])=[O:32])=[N:16]2)[CH:12]=[CH:13][CH:14]=1.ClCCl. No catalyst specified. The product is [F:1][C:2]([F:7])([F:6])[C:3]([OH:5])=[O:4].[Br:8][C:9]1[CH:10]=[C:11]([N:15]2[C:23]3[CH2:22][CH2:21][NH:20][CH2:19][C:18]=3[C:17]([C:31]([O:33][CH2:34][CH3:35])=[O:32])=[N:16]2)[CH:12]=[CH:13][CH:14]=1. The yield is 0.870.